Dataset: Forward reaction prediction with 1.9M reactions from USPTO patents (1976-2016). Task: Predict the product of the given reaction. Given the reactants Cl[C:2]1[C:7]([C:8]#[N:9])=[CH:6][N:5]=[CH:4][C:3]=1[Cl:10].Cl.[CH2:12]([O:14][C:15](=[O:18])[CH2:16][NH2:17])[CH3:13].C(=O)([O-])O.[Na+], predict the reaction product. The product is: [CH2:12]([O:14][C:15]([C:16]1[NH:17][C:2]2[C:3]([Cl:10])=[CH:4][N:5]=[CH:6][C:7]=2[C:8]=1[NH2:9])=[O:18])[CH3:13].